Dataset: Peptide-MHC class I binding affinity with 185,985 pairs from IEDB/IMGT. Task: Regression. Given a peptide amino acid sequence and an MHC pseudo amino acid sequence, predict their binding affinity value. This is MHC class I binding data. (1) The binding affinity (normalized) is 0.0847. The MHC is HLA-A02:01 with pseudo-sequence HLA-A02:01. The peptide sequence is YRYGFVANF. (2) The peptide sequence is LNAWGCAF. The MHC is Mamu-A02 with pseudo-sequence Mamu-A02. The binding affinity (normalized) is 0. (3) The peptide sequence is RTDPVIDNI. The MHC is HLA-A03:01 with pseudo-sequence HLA-A03:01. The binding affinity (normalized) is 0.0847. (4) The peptide sequence is AIMQVFFGY. The MHC is HLA-A33:01 with pseudo-sequence HLA-A33:01. The binding affinity (normalized) is 0.331. (5) The peptide sequence is VNPNLSKLF. The binding affinity (normalized) is 0. The MHC is H-2-Db with pseudo-sequence H-2-Db. (6) The peptide sequence is EPIPMATYGW. The MHC is HLA-A26:01 with pseudo-sequence HLA-A26:01. The binding affinity (normalized) is 0. (7) The peptide sequence is QPFLALGFFL. The MHC is HLA-B07:02 with pseudo-sequence HLA-B07:02. The binding affinity (normalized) is 0.572. (8) The peptide sequence is LIMIYFFII. The MHC is HLA-A02:01 with pseudo-sequence HLA-A02:01. The binding affinity (normalized) is 0.878. (9) The peptide sequence is IMDEPTSSL. The MHC is HLA-A11:01 with pseudo-sequence HLA-A11:01. The binding affinity (normalized) is 0.0847. (10) The peptide sequence is SSGCYIHFF. The MHC is HLA-A32:01 with pseudo-sequence HLA-A32:01. The binding affinity (normalized) is 0.0366.